From a dataset of Full USPTO retrosynthesis dataset with 1.9M reactions from patents (1976-2016). Predict the reactants needed to synthesize the given product. (1) Given the product [CH:1]1([C:6]2([CH2:14][CH2:15][C:16]3[CH:21]=[CH:20][C:19]([OH:22])=[C:18]([CH2:23][CH2:24][CH3:25])[CH:17]=3)[O:11][C:10](=[O:12])[C:9]([CH2:39][C:37]3[N:38]=[C:30]4[N:29]=[C:28]([CH2:26][CH3:27])[CH:33]=[C:32]([CH2:34][CH3:35])[N:31]4[N:36]=3)=[C:8]([OH:13])[CH2:7]2)[CH2:5][CH2:4][CH2:3][CH2:2]1, predict the reactants needed to synthesize it. The reactants are: [CH:1]1([C:6]2([CH2:14][CH2:15][C:16]3[CH:21]=[CH:20][C:19]([OH:22])=[C:18]([CH2:23][CH2:24][CH3:25])[CH:17]=3)[O:11][C:10](=[O:12])[CH2:9][C:8](=[O:13])[CH2:7]2)[CH2:5][CH2:4][CH2:3][CH2:2]1.[CH2:26]([C:28]1[CH:33]=[C:32]([CH2:34][CH3:35])[N:31]2[N:36]=[C:37]([CH:39]=O)[N:38]=[C:30]2[N:29]=1)[CH3:27].CC1C=C(C)N2N=C(C=O)N=C2N=1. (2) Given the product [OH:1][CH2:2][CH:3]1[CH2:12][C:11]2[C:6](=[CH:7][CH:8]=[CH:9][CH:10]=2)[NH:5][CH2:4]1, predict the reactants needed to synthesize it. The reactants are: [OH:1][CH2:2][C:3]1[CH:4]=[N:5][C:6]2[C:11]([CH:12]=1)=[CH:10][CH:9]=[CH:8][CH:7]=2. (3) The reactants are: C([Li])CCC.Br[C:7]1[CH:12]=[CH:11][CH:10]=[CH:9][C:8]=1[CH2:13][O:14][CH:15]1[CH2:20][CH2:19][CH2:18][CH2:17][CH2:16]1.[B:21](OC)([O:24]C)[O:22]C.[Cl-].[NH4+]. Given the product [CH:15]1([O:14][CH2:13][C:8]2[CH:9]=[CH:10][CH:11]=[CH:12][C:7]=2[B:21]([OH:24])[OH:22])[CH2:20][CH2:19][CH2:18][CH2:17][CH2:16]1, predict the reactants needed to synthesize it. (4) Given the product [Cl:29][C:26]1[CH:27]=[C:28]2[C:23]([C:22]([CH:30]([F:32])[F:31])=[CH:21][N:20]2[S:17]([C:15]2[CH:14]=[CH:13][C:12]([O:33][CH3:34])=[C:11]([CH:8]3[CH2:7][CH2:6][NH:5][CH2:10][CH2:9]3)[CH:16]=2)(=[O:18])=[O:19])=[CH:24][CH:25]=1, predict the reactants needed to synthesize it. The reactants are: ClC(Cl)(Cl)C([N:5]1[CH2:10][CH2:9][CH:8]([C:11]2[CH:16]=[C:15]([S:17]([N:20]3[C:28]4[C:23](=[CH:24][CH:25]=[C:26]([Cl:29])[CH:27]=4)[C:22]([CH:30]([F:32])[F:31])=[CH:21]3)(=[O:19])=[O:18])[CH:14]=[CH:13][C:12]=2[O:33][CH3:34])[CH2:7][CH2:6]1)=O.[OH-].[K+].